From a dataset of Full USPTO retrosynthesis dataset with 1.9M reactions from patents (1976-2016). Predict the reactants needed to synthesize the given product. (1) Given the product [CH3:22][N:2]([CH3:1])[CH2:3][CH2:4][C:5]([C:6]1[S:10][CH:9]=[CH:8][CH:7]=1)=[O:11], predict the reactants needed to synthesize it. The reactants are: [CH3:1][NH:2][CH2:3][CH2:4][C@H:5]([O:11]C1C=CC=C2C=CC=CC=12)[C:6]1[S:10][CH:9]=[CH:8][CH:7]=1.[CH2:22]1N(P(OC2C=CC(OP(N3CC3)(NCCC(C3C=CC=NC=3)=O)=O)=CC=2)(NCCC(C2C=CC=NC=2)=O)=O)C1.C(C1SC=CC=1)(=O)C.CNC.C=O. (2) Given the product [F:42][C:2]([F:1])([F:41])[C@H:3]([N:28]1[CH2:32][CH2:31][C@H:30]([NH2:33])[CH2:29]1)[C:4]1[CH:5]=[CH:6][C:7]2[N:8]([C:10]([C:13]3[CH:22]=[CH:21][C:20]4[C:15](=[C:16]([O:24][CH:25]([CH3:27])[CH3:26])[CH:17]=[C:18]([F:23])[CH:19]=4)[N:14]=3)=[N:11][N:12]=2)[CH:9]=1, predict the reactants needed to synthesize it. The reactants are: [F:1][C:2]([F:42])([F:41])[C@H:3]([N:28]1[CH2:32][CH2:31][C@H:30]([NH:33]C(=O)OC(C)(C)C)[CH2:29]1)[C:4]1[CH:5]=[CH:6][C:7]2[N:8]([C:10]([C:13]3[CH:22]=[CH:21][C:20]4[C:15](=[C:16]([O:24][CH:25]([CH3:27])[CH3:26])[CH:17]=[C:18]([F:23])[CH:19]=4)[N:14]=3)=[N:11][N:12]=2)[CH:9]=1.C(O)(C(F)(F)F)=O. (3) Given the product [Cl:19][C:20]1[CH:21]=[C:22]([N:8]([CH2:7][C:6]2[CH:5]=[CH:4][C:3]([O:2][CH3:1])=[CH:18][CH:17]=2)[CH2:9][CH2:10][N:11]2[CH2:12][CH2:13][O:14][CH2:15][CH2:16]2)[C:23]2[N:24]([C:26]([C:29]#[N:30])=[CH:27][N:28]=2)[N:25]=1, predict the reactants needed to synthesize it. The reactants are: [CH3:1][O:2][C:3]1[CH:18]=[CH:17][C:6]([CH2:7][NH:8][CH2:9][CH2:10][N:11]2[CH2:16][CH2:15][O:14][CH2:13][CH2:12]2)=[CH:5][CH:4]=1.[Cl:19][C:20]1[CH:21]=[C:22](N(C2CC2)CC2C=CC(OC)=CC=2)[C:23]2[N:24]([C:26]([C:29]#[N:30])=[CH:27][N:28]=2)[N:25]=1. (4) The reactants are: [CH:1](=O)[C:2]1[CH:7]=[CH:6][CH:5]=[CH:4][CH:3]=1.ClC1C=[C:12](C=CC=1)[CH:13]=[O:14].[CH3:18][Si:19](N[Si:19]([CH3:21])([CH3:20])[CH3:18])([CH3:21])[CH3:20].C([Li])CCC.C[Si](Cl)(C)C.C([N:39](CC)CC)C.C(Cl)(=O)C. Given the product [C:2]1([CH:1]=[N:39][C:13]([O:12][Si:19]([CH3:21])([CH3:20])[CH3:18])=[CH2:14])[CH:7]=[CH:6][CH:5]=[CH:4][CH:3]=1, predict the reactants needed to synthesize it. (5) Given the product [F:15][C:16]1[CH:17]=[C:18]([CH:21]=[CH:22][C:23]=1[F:24])[CH2:19][N:9]1[C:4](=[O:3])[C:5]([C:10]([O:12][CH2:13][CH3:14])=[O:11])=[CH:6][N:7]=[CH:8]1, predict the reactants needed to synthesize it. The reactants are: [H-].[Na+].[O:3]=[C:4]1[NH:9][CH:8]=[N:7][CH:6]=[C:5]1[C:10]([O:12][CH2:13][CH3:14])=[O:11].[F:15][C:16]1[CH:17]=[C:18]([CH:21]=[CH:22][C:23]=1[F:24])[CH2:19]Br.Cl. (6) The reactants are: N[C:2]1[C:15]2[C:14](=[O:16])[C:13]3[C:8](=[CH:9][CH:10]=[CH:11][CH:12]=3)[C:7](=[O:17])[C:6]=2[C:5](O)=[CH:4][C:3]=1Cl.CN1CCN(C)C1=O.C(=O)([O-])[O-].[K+].[K+].C(N(CCCCCCCC)C1C=C(O)C=CC=1)CCCCCCC. Given the product [CH:9]1[C:8]2[C:7](=[O:17])[C:6]3[C:15](=[CH:2][CH:3]=[CH:4][CH:5]=3)[C:14](=[O:16])[C:13]=2[CH:12]=[CH:11][CH:10]=1, predict the reactants needed to synthesize it. (7) Given the product [CH3:6][O:7][C:8]1[CH:9]=[C:10]2[C:15](=[CH:16][C:17]=1[O:18][CH2:37][C@H:39]([OH:41])[CH2:40][OH:4])[N:14]=[CH:13][CH:12]=[C:11]2[O:19][C:20]1[C:21]([CH3:30])=[N:22][C:23]2[C:28]([CH:29]=1)=[CH:27][CH:26]=[CH:25][CH:24]=2, predict the reactants needed to synthesize it. The reactants are: CN(C)C=[O:4].[CH3:6][O:7][C:8]1[CH:9]=[C:10]2[C:15](=[CH:16][C:17]=1[OH:18])[N:14]=[CH:13][CH:12]=[C:11]2[O:19][C:20]1[C:21]([CH3:30])=[N:22][C:23]2[C:28]([CH:29]=1)=[CH:27][CH:26]=[CH:25][CH:24]=2.C(=O)([O-])[O-].[K+].[K+].[CH2:37]([C@@H:39]1[O:41][CH2:40]1)Cl. (8) Given the product [CH3:23][C:18]1([CH3:24])[C:19]([CH3:22])([CH3:21])[O:20][B:16]([C:2]2[CH:15]=[CH:14][C:5]([CH2:6][O:7][CH:8]3[CH2:13][CH2:12][O:11][CH2:10][CH2:9]3)=[CH:4][CH:3]=2)[O:17]1, predict the reactants needed to synthesize it. The reactants are: Br[C:2]1[CH:15]=[CH:14][C:5]([CH2:6][O:7][CH:8]2[CH2:13][CH2:12][O:11][CH2:10][CH2:9]2)=[CH:4][CH:3]=1.[B:16]1([B:16]2[O:20][C:19]([CH3:22])([CH3:21])[C:18]([CH3:24])([CH3:23])[O:17]2)[O:20][C:19]([CH3:22])([CH3:21])[C:18]([CH3:24])([CH3:23])[O:17]1.C([O-])(=O)C.[K+].C(OCC)(=O)C.